Dataset: Reaction yield outcomes from USPTO patents with 853,638 reactions. Task: Predict the reaction yield, written as a fraction of the theoretical maximum amount of product (1.0 means a 100% yield; for example, 0.34 means a 34% yield). (1) The reactants are Cl.Cl.Cl.[NH2:4][CH2:5][C@H:6]([N:11]1[CH2:16][CH2:15][N:14]([CH2:17][C:18]2[CH:23]=[CH:22][C:21]([F:24])=[CH:20][CH:19]=2)[CH2:13][CH2:12]1)[C:7]([O:9][CH3:10])=[O:8].Cl.[CH3:26][C:27]1[CH:36]=[C:35]([CH2:37][O:38][C:39]2[CH:44]=[CH:43][C:42]([S:45](Cl)(=[O:47])=[O:46])=[CH:41][CH:40]=2)[C:34]2[C:29](=[CH:30][CH:31]=[CH:32][CH:33]=2)[N:28]=1. The product is [F:24][C:21]1[CH:20]=[CH:19][C:18]([CH2:17][N:14]2[CH2:13][CH2:12][N:11]([C@@H:6]([CH2:5][NH:4][S:45]([C:42]3[CH:43]=[CH:44][C:39]([O:38][CH2:37][C:35]4[C:34]5[C:29](=[CH:30][CH:31]=[CH:32][CH:33]=5)[N:28]=[C:27]([CH3:26])[CH:36]=4)=[CH:40][CH:41]=3)(=[O:46])=[O:47])[C:7]([O:9][CH3:10])=[O:8])[CH2:16][CH2:15]2)=[CH:23][CH:22]=1. No catalyst specified. The yield is 0.460. (2) The reactants are I[C:2]1[CH:3]=[CH:4][C:5]2[N:6]([CH:8]=[C:9]([NH:11][C:12]([CH:14]3[CH2:16][CH2:15]3)=[O:13])[N:10]=2)[N:7]=1.[OH:17][C:18]1[CH:19]=[CH:20][C:21]([CH3:34])=[C:22]([NH:24][C:25]([C:27]2[CH:31]([CH3:32])[CH2:30][N:29]([CH3:33])[N:28]=2)=[O:26])[CH:23]=1.C(=O)([O-])[O-].[Cs+].[Cs+].CS(C)=O. The catalyst is O.C(OCC)(=O)C.O1CCCC1. The product is [CH:14]1([C:12]([NH:11][C:9]2[N:10]=[C:5]3[CH:4]=[CH:3][C:2]([O:17][C:18]4[CH:19]=[CH:20][C:21]([CH3:34])=[C:22]([NH:24][C:25]([C:27]5[CH:31]([CH3:32])[CH2:30][N:29]([CH3:33])[N:28]=5)=[O:26])[CH:23]=4)=[N:7][N:6]3[CH:8]=2)=[O:13])[CH2:16][CH2:15]1. The yield is 0.730.